Dataset: Catalyst prediction with 721,799 reactions and 888 catalyst types from USPTO. Task: Predict which catalyst facilitates the given reaction. (1) Reactant: COC(=O)[NH:4][C:5]1[S:6][C:7]2[C:13]([C:14]3[CH:19]=[CH:18][N:17]=[C:16]([CH3:20])[CH:15]=3)=[CH:12][CH:11]=[C:10]([O:21][CH3:22])[C:8]=2[N:9]=1.[OH-].[K+].Cl. Product: [CH3:22][O:21][C:10]1[C:8]2[N:9]=[C:5]([NH2:4])[S:6][C:7]=2[C:13]([C:14]2[CH:19]=[CH:18][N:17]=[C:16]([CH3:20])[CH:15]=2)=[CH:12][CH:11]=1. The catalyst class is: 746. (2) Reactant: CC1(C)C(C)(C)OB([C:9]2[CH:14]=[CH:13][N:12]=[C:11]3[N:15]([S:31]([C:34]4[CH:40]=[CH:39][C:37]([CH3:38])=[CH:36][CH:35]=4)(=[O:33])=[O:32])[C:16]([C:18]4[CH2:23][CH2:22][N:21]([C:24]([O:26][C:27]([CH3:30])([CH3:29])[CH3:28])=[O:25])[CH2:20][CH:19]=4)=[CH:17][C:10]=23)O1.Br[C:43]1[CH:44]=[CH:45][C:46]([C:49]([NH:51][CH3:52])=[O:50])=[N:47][CH:48]=1.C(=O)(O)[O-].[Na+]. Product: [CH3:52][NH:51][C:49]([C:46]1[N:47]=[CH:48][C:43]([C:9]2[CH:14]=[CH:13][N:12]=[C:11]3[N:15]([S:31]([C:34]4[CH:40]=[CH:39][C:37]([CH3:38])=[CH:36][CH:35]=4)(=[O:33])=[O:32])[C:16]([C:18]4[CH2:23][CH2:22][N:21]([C:24]([O:26][C:27]([CH3:30])([CH3:29])[CH3:28])=[O:25])[CH2:20][CH:19]=4)=[CH:17][C:10]=23)=[CH:44][CH:45]=1)=[O:50]. The catalyst class is: 9.